This data is from Catalyst prediction with 721,799 reactions and 888 catalyst types from USPTO. The task is: Predict which catalyst facilitates the given reaction. (1) Reactant: [F:1][C:2]1[CH:3]=[C:4]([CH:8]2[CH2:12][CH2:11][CH2:10][N:9]2[C:13]2[CH:18]=[CH:17][N:16]3[N:19]=[CH:20][C:21]([C:22]([NH:24][NH:25][C:26](=O)[C:27]([CH3:30])([CH3:29])[CH3:28])=O)=[C:15]3[N:14]=2)[CH:5]=[N:6][CH:7]=1.P12(SP3(SP(SP(S3)(S1)=S)(=S)S2)=S)=[S:33].C([O-])([O-])=O.[Na+].[Na+]. Product: [C:27]([C:26]1[S:33][C:22]([C:21]2[CH:20]=[N:19][N:16]3[CH:17]=[CH:18][C:13]([N:9]4[CH2:10][CH2:11][CH2:12][CH:8]4[C:4]4[CH:5]=[N:6][CH:7]=[C:2]([F:1])[CH:3]=4)=[N:14][C:15]=23)=[N:24][N:25]=1)([CH3:30])([CH3:29])[CH3:28]. The catalyst class is: 270. (2) Reactant: [NH2:1][C:2]1[CH:9]=[CH:8][CH:7]=[C:6]([O:10][CH2:11][C@H:12]2[CH2:16][CH2:15][CH2:14][N:13]2[C:17](=[O:21])[CH2:18][CH2:19][CH3:20])[C:3]=1[C:4]#[N:5].[S:22](Cl)(=[O:25])(=[O:24])[NH2:23]. Product: [NH2:5][C:4]1[C:3]2[C:6]([O:10][CH2:11][C@H:12]3[CH2:16][CH2:15][CH2:14][N:13]3[C:17](=[O:21])[CH2:18][CH2:19][CH3:20])=[CH:7][CH:8]=[CH:9][C:2]=2[NH:1][S:22](=[O:25])(=[O:24])[N:23]=1. The catalyst class is: 10. (3) Reactant: FC(F)(F)C(O)=O.C(OC([N:15]1[CH2:20][CH2:19][C:18]([NH2:24])([C:21](=[O:23])[NH2:22])[CH2:17][CH2:16]1)=O)(C)(C)C. Product: [NH2:24][C:18]1([C:21]([NH2:22])=[O:23])[CH2:19][CH2:20][NH:15][CH2:16][CH2:17]1. The catalyst class is: 4. (4) Reactant: C([O:3][C:4]([C:6]1([C:12]2[CH:17]=[CH:16][C:15]([Cl:18])=[CH:14][CH:13]=2)[CH2:11][CH2:10][NH:9][CH2:8][CH2:7]1)=O)C.C([BH-](CC)CC)C.[Li+].O1CCCC1.Cl. Product: [Cl:18][C:15]1[CH:16]=[CH:17][C:12]([C:6]2([CH2:4][OH:3])[CH2:11][CH2:10][NH:9][CH2:8][CH2:7]2)=[CH:13][CH:14]=1. The catalyst class is: 27. (5) Reactant: [NH2:1][CH:2]1[CH2:6][N:5]([C:7]2[CH:8]=[CH:9][C:10]3[O:15][CH2:14][C:13](=[O:16])[NH:12][C:11]=3[CH:17]=2)[C:4](=[O:18])[CH2:3]1.[CH3:19][O:20][C:21]1[CH:30]=[C:29]2[C:24]([N:25]=[CH:26][C:27](=[O:36])[N:28]2[CH2:31][CH2:32][CH2:33][CH:34]=O)=[CH:23][CH:22]=1.C(O[BH-](OC(=O)C)OC(=O)C)(=O)C.[Na+]. Product: [CH3:19][O:20][C:21]1[CH:30]=[C:29]2[C:24]([N:25]=[CH:26][C:27](=[O:36])[N:28]2[CH2:31][CH2:32][CH2:33][CH2:34][NH:1][CH:2]2[CH2:6][N:5]([C:7]3[CH:8]=[CH:9][C:10]4[O:15][CH2:14][C:13](=[O:16])[NH:12][C:11]=4[CH:17]=3)[C:4](=[O:18])[CH2:3]2)=[CH:23][CH:22]=1. The catalyst class is: 147.